The task is: Predict which catalyst facilitates the given reaction.. This data is from Catalyst prediction with 721,799 reactions and 888 catalyst types from USPTO. Reactant: CC1C=CC(S(O)(=O)=O)=CC=1.[C:12]([C:16]1[CH:17]=[C:18]([C:26]2[CH:34]=[C:33]([CH2:35][CH3:36])[CH:32]=[C:31]3[C:27]=2[CH2:28][CH:29]([CH3:39])[CH:30]3OC)[CH:19]=[C:20]([C:22]([CH3:25])([CH3:24])[CH3:23])[CH:21]=1)([CH3:15])([CH3:14])[CH3:13]. Product: [C:22]([C:20]1[CH:19]=[C:18]([C:26]2[CH:34]=[C:33]([CH2:35][CH3:36])[CH:32]=[C:31]3[C:27]=2[CH2:28][C:29]([CH3:39])=[CH:30]3)[CH:17]=[C:16]([C:12]([CH3:15])([CH3:14])[CH3:13])[CH:21]=1)([CH3:23])([CH3:24])[CH3:25]. The catalyst class is: 11.